From a dataset of Forward reaction prediction with 1.9M reactions from USPTO patents (1976-2016). Predict the product of the given reaction. (1) The product is: [F:8][C:7]1[C:2]([C:12]#[C:11][CH2:10][CH2:9][N:13]2[N:14]=[C:15]3[CH:21]=[CH:20][CH:19]=[CH:18][C:16]3=[N:17]2)=[N:3][CH:4]=[CH:5][CH:6]=1. Given the reactants Cl[C:2]1[C:7]([F:8])=[CH:6][CH:5]=[CH:4][N:3]=1.[CH2:9]([N:13]1[N:17]=[C:16]2[CH:18]=[CH:19][CH:20]=[CH:21][C:15]2=[N:14]1)[CH2:10][C:11]#[CH:12], predict the reaction product. (2) Given the reactants Br[C:2]1[N:3]=[C:4]([C:14]([O:16][CH2:17][CH3:18])=[O:15])[S:5][C:6]=1[CH2:7][CH:8]1[CH2:13][CH2:12][CH2:11][CH2:10][CH2:9]1.C([O-])([O-])=O.[K+].[K+].[C:25]([C:29]1[CH:30]=[C:31](B2OC(C)(C)C(C)(C)O2)[CH:32]=[C:33]([C:35]2([CH3:38])[CH2:37][CH2:36]2)[CH:34]=1)([CH3:28])([CH3:27])[CH3:26], predict the reaction product. The product is: [C:25]([C:29]1[CH:30]=[C:31]([C:2]2[N:3]=[C:4]([C:14]([O:16][CH2:17][CH3:18])=[O:15])[S:5][C:6]=2[CH2:7][CH:8]2[CH2:13][CH2:12][CH2:11][CH2:10][CH2:9]2)[CH:32]=[C:33]([C:35]2([CH3:38])[CH2:37][CH2:36]2)[CH:34]=1)([CH3:28])([CH3:26])[CH3:27]. (3) Given the reactants [CH:1]1([C:4]2[N:8]([CH:9]3[CH2:14][CH2:13][N:12]([C:15]4[S:16][CH:17]=[C:18]([C:20]([O:22]CC)=[O:21])[N:19]=4)[CH2:11][CH2:10]3)[N:7]=[CH:6][C:5]=2[C:25]([N:27]2[CH2:31][CH2:30][CH:29]([C:32]3[CH:37]=[CH:36][CH:35]=[CH:34][C:33]=3[C:38]([F:41])([F:40])[F:39])[CH2:28]2)=[O:26])[CH2:3][CH2:2]1.[OH-].[Na+], predict the reaction product. The product is: [CH:1]1([C:4]2[N:8]([CH:9]3[CH2:10][CH2:11][N:12]([C:15]4[S:16][CH:17]=[C:18]([C:20]([OH:22])=[O:21])[N:19]=4)[CH2:13][CH2:14]3)[N:7]=[CH:6][C:5]=2[C:25]([N:27]2[CH2:31][CH2:30][CH:29]([C:32]3[CH:37]=[CH:36][CH:35]=[CH:34][C:33]=3[C:38]([F:39])([F:41])[F:40])[CH2:28]2)=[O:26])[CH2:3][CH2:2]1.